Dataset: Reaction yield outcomes from USPTO patents with 853,638 reactions. Task: Predict the reaction yield, written as a fraction of the theoretical maximum amount of product (1.0 means a 100% yield; for example, 0.34 means a 34% yield). The reactants are Cl[C:2]1[N:11]=[C:10]([N:12]2[CH2:17][CH2:16][O:15][CH2:14][CH2:13]2)[C:9]2[C:4](=[CH:5][C:6]([C:18]3[O:22][C:21]([C:23](=[O:25])[CH3:24])=[CH:20][CH:19]=3)=[CH:7][CH:8]=2)[N:3]=1.[F:26][C:27]1[CH:37]=[C:36]([NH:38][C:39]([NH:41][C:42]2[CH:47]=[CH:46][C:45](B3OC(C)(C)C(C)(C)O3)=[CH:44][CH:43]=2)=[O:40])[CH:35]=[CH:34][C:28]=1[C:29]([N:31]([CH3:33])[CH3:32])=[O:30].C(=O)([O-])[O-].[Cs+].[Cs+].C1(C)C=CC=CC=1. The catalyst is Cl[Pd](Cl)([P](C1C=CC=CC=1)(C1C=CC=CC=1)C1C=CC=CC=1)[P](C1C=CC=CC=1)(C1C=CC=CC=1)C1C=CC=CC=1.O.CCO. The product is [C:23]([C:21]1[O:22][C:18]([C:6]2[CH:5]=[C:4]3[C:9]([C:10]([N:12]4[CH2:17][CH2:16][O:15][CH2:14][CH2:13]4)=[N:11][C:2]([C:45]4[CH:46]=[CH:47][C:42]([NH:41][C:39](=[O:40])[NH:38][C:36]5[CH:35]=[CH:34][C:28]([C:29]([N:31]([CH3:33])[CH3:32])=[O:30])=[C:27]([F:26])[CH:37]=5)=[CH:43][CH:44]=4)=[N:3]3)=[CH:8][CH:7]=2)=[CH:19][CH:20]=1)(=[O:25])[CH3:24]. The yield is 0.0600.